The task is: Predict the reaction yield, written as a fraction of the theoretical maximum amount of product (1.0 means a 100% yield; for example, 0.34 means a 34% yield).. This data is from Reaction yield outcomes from USPTO patents with 853,638 reactions. (1) The reactants are [Cl:1][C:2]1[CH:3]=[CH:4][C:5]([S:9][CH3:10])=[C:6]([NH2:8])[CH:7]=1.[Cl:11][C:12]1[CH:17]=[CH:16][C:15]([S:18](Cl)(=[O:20])=[O:19])=[CH:14][CH:13]=1. No catalyst specified. The product is [Cl:11][C:12]1[CH:17]=[CH:16][C:15]([S:18]([NH:8][C:6]2[CH:7]=[C:2]([Cl:1])[CH:3]=[CH:4][C:5]=2[S:9][CH3:10])(=[O:20])=[O:19])=[CH:14][CH:13]=1. The yield is 0.680. (2) The reactants are [OH:1]S(O)(=O)=O.[CH2:6]([C:8]1[CH:13]=[CH:12][C:11]([NH:14][C:15](=[O:19])/[CH:16]=N/O)=[CH:10][CH:9]=1)[CH3:7]. No catalyst specified. The yield is 0.740. The product is [CH2:6]([C:8]1[CH:13]=[C:12]2[C:11](=[CH:10][CH:9]=1)[NH:14][C:15](=[O:19])[C:16]2=[O:1])[CH3:7]. (3) The reactants are [F:1][C:2]1[CH:7]=[C:6]([NH:8][CH2:9][C:10]2[CH:11]=[C:12]([C:16]3[C:21]([CH3:22])=[CH:20][C:19]([O:23][CH2:24][C:25]4([OH:33])[CH2:30][CH2:29][S:28](=[O:32])(=[O:31])[CH2:27][CH2:26]4)=[CH:18][C:17]=3[CH3:34])[CH:13]=[CH:14][CH:15]=2)[CH:5]=[CH:4][C:3]=1[CH2:35][CH2:36][C:37]([O:39]CC)=[O:38].CO.[OH-].[Na+].Cl. The catalyst is O1CCCC1. The product is [F:1][C:2]1[CH:7]=[C:6]([NH:8][CH2:9][C:10]2[CH:11]=[C:12]([C:16]3[C:21]([CH3:22])=[CH:20][C:19]([O:23][CH2:24][C:25]4([OH:33])[CH2:26][CH2:27][S:28](=[O:32])(=[O:31])[CH2:29][CH2:30]4)=[CH:18][C:17]=3[CH3:34])[CH:13]=[CH:14][CH:15]=2)[CH:5]=[CH:4][C:3]=1[CH2:35][CH2:36][C:37]([OH:39])=[O:38]. The yield is 0.780. (4) The catalyst is C(O)C. The yield is 0.700. The reactants are [C:1](/[C:3](=[C:7](/[N:9]1[CH2:14][CH2:13][CH:12]([C:15]2[CH:20]=[CH:19][CH:18]=[CH:17][CH:16]=2)[CH2:11][CH2:10]1)\[CH3:8])/[C:4](=[S:6])[NH2:5])#[N:2].CO[CH:23](OC)[N:24]([CH3:26])[CH3:25]. The product is [C:1](/[C:3](=[C:7](/[N:9]1[CH2:14][CH2:13][CH:12]([C:15]2[CH:20]=[CH:19][CH:18]=[CH:17][CH:16]=2)[CH2:11][CH2:10]1)\[CH3:8])/[C:4](=[S:6])/[N:5]=[CH:23]/[N:24]([CH3:26])[CH3:25])#[N:2].